Dataset: Full USPTO retrosynthesis dataset with 1.9M reactions from patents (1976-2016). Task: Predict the reactants needed to synthesize the given product. (1) Given the product [ClH:1].[ClH:1].[CH3:26][N:16]([S:17]([C:20]1[CH:21]=[N:22][N:23]([CH3:25])[CH:24]=1)(=[O:19])=[O:18])[CH2:15][CH2:14][N:11]1[CH2:12][CH2:13][N:8]([C:7]2[C:2]([C:35]3[CH:44]=[CH:43][C:38]([NH:39][C:40](=[O:42])[CH3:41])=[CH:37][CH:36]=3)=[N:3][CH:4]=[CH:5][CH:6]=2)[CH2:9][CH2:10]1, predict the reactants needed to synthesize it. The reactants are: [Cl:1][C:2]1[C:7]([N:8]2[CH2:13][CH2:12][N:11]([CH2:14][CH2:15][N:16]([CH3:26])[S:17]([C:20]3[CH:21]=[N:22][N:23]([CH3:25])[CH:24]=3)(=[O:19])=[O:18])[CH2:10][CH2:9]2)=[CH:6][CH:5]=[CH:4][N:3]=1.CC1(C)C(C)(C)OB([C:35]2[CH:44]=[CH:43][C:38]([NH:39][C:40](=[O:42])[CH3:41])=[CH:37][CH:36]=2)O1.C(=O)([O-])[O-].[K+].[K+].CC(C)=O. (2) Given the product [F:1][C:2]1[CH:3]=[C:4]([C:11]2[CH:16]=[CH:15][C:14]([CH:17]([C:29]3[CH:34]=[CH:33][CH:32]=[CH:31][C:30]=3[CH3:35])[CH2:18]/[C:19](=[N:27]\[OH:28])/[C:20]3[CH:25]=[CH:24][N:23]=[C:22]([CH3:26])[CH:21]=3)=[CH:13][CH:12]=2)[CH:5]=[CH:6][C:7]=1[C:8]([OH:10])=[O:9], predict the reactants needed to synthesize it. The reactants are: [F:1][C:2]1[CH:3]=[C:4]([C:11]2[CH:16]=[CH:15][C:14]([CH:17]([C:29]3[CH:34]=[CH:33][CH:32]=[CH:31][C:30]=3[CH3:35])[CH2:18][C:19](=[N:27][OH:28])[C:20]3[CH:25]=[CH:24][N:23]=[C:22]([CH3:26])[CH:21]=3)=[CH:13][CH:12]=2)[CH:5]=[CH:6][C:7]=1[C:8]([OH:10])=[O:9].Cl. (3) The reactants are: [C:1]([NH:5][C:6]([C:8]1[S:25][C:11]2[N:12]=[C:13]([S:23][CH3:24])[N:14]=[C:15]([C:16]3[CH:21]=[CH:20][CH:19]=[C:18]([OH:22])[CH:17]=3)[C:10]=2[C:9]=1[NH2:26])=[O:7])([CH3:4])([CH3:3])[CH3:2].Cl[C:28]([O:30][C:31]1[CH:36]=[CH:35][C:34]([N+:37]([O-:39])=[O:38])=[CH:33][CH:32]=1)=[O:29]. Given the product [C:1]([NH:5][C:6]([C:8]1[S:25][C:11]2[N:12]=[C:13]([S:23][CH3:24])[N:14]=[C:15]([C:16]3[CH:21]=[CH:20][CH:19]=[C:18]([O:22][C:28]([O:30][C:31]4[CH:32]=[CH:33][C:34]([N+:37]([O-:39])=[O:38])=[CH:35][CH:36]=4)=[O:29])[CH:17]=3)[C:10]=2[C:9]=1[NH2:26])=[O:7])([CH3:4])([CH3:2])[CH3:3], predict the reactants needed to synthesize it. (4) Given the product [CH:23]1[CH:22]=[C:21]([N:27]2[CH2:32][CH2:31][N:30]([CH2:2][CH2:3][CH2:4][CH2:5][O:6][C:7]3[CH:8]=[CH:9][C:10]4[CH2:11][CH2:12][C:13](=[O:17])[NH:14][C:15]=4[CH:16]=3)[CH2:29][CH2:28]2)[C:20]([Cl:19])=[C:25]([Cl:26])[CH:24]=1, predict the reactants needed to synthesize it. The reactants are: Cl[CH2:2][CH2:3][CH2:4][CH2:5][O:6][C:7]1[CH:16]=[C:15]2[C:10]([CH2:11][CH2:12][C:13](=[O:17])[NH:14]2)=[CH:9][CH:8]=1.Cl.[Cl:19][C:20]1[C:25]([Cl:26])=[CH:24][CH:23]=[CH:22][C:21]=1[N:27]1[CH2:32][CH2:31][NH:30][CH2:29][CH2:28]1.C(=O)([O-])[O-].[K+].[K+]. (5) Given the product [CH2:11]([O:18][C:19]1[C:20](=[O:22])[N:36]2[CH2:37][CH2:38][N:34]([C:28]3[CH:33]=[CH:32][CH:31]=[CH:30][CH:29]=3)[C:35]2=[N:39][C:2]=1[C:1]([O:8][CH2:9][CH3:10])=[O:7])[C:12]1[CH:13]=[CH:14][CH:15]=[CH:16][CH:17]=1, predict the reactants needed to synthesize it. The reactants are: [C:1]([O:8][CH2:9][CH3:10])(=[O:7])[C:2](OCC)=O.[CH2:11]([O:18][CH2:19][C:20]([O:22]CC)=O)[C:12]1[CH:17]=[CH:16][CH:15]=[CH:14][CH:13]=1.[H-].[Na+].Br.[C:28]1([N:34]2[CH2:38][CH2:37][N:36]=[C:35]2[NH2:39])[CH:33]=[CH:32][CH:31]=[CH:30][CH:29]=1. (6) Given the product [CH3:1][O:2][C:3]1[CH:4]=[CH:5][C:6]([N+:12]([O-:14])=[O:13])=[C:7]([NH:17][C:20](=[O:29])[O:43][C:40]([CH3:42])([CH3:41])[CH3:39])[CH:11]=1, predict the reactants needed to synthesize it. The reactants are: [CH3:1][O:2][C:3]1[CH:4]=[CH:5][C:6]([N+:12]([O-:14])=[O:13])=[C:7]([CH:11]=1)C(O)=O.C([N:17]([CH2:20]C)CC)C.C1(P(N=[N+]=[N-])(C2C=CC=CC=2)=[O:29])C=CC=CC=1.[CH3:39][C:40]([OH:43])([CH3:42])[CH3:41].